Dataset: Forward reaction prediction with 1.9M reactions from USPTO patents (1976-2016). Task: Predict the product of the given reaction. (1) Given the reactants C(O)(C)C.[CH3:5][C@@H:6]([NH:16][CH2:17][C@H:18]([OH:29])[C:19]1[CH:20]=[CH:21][C:22]([OH:28])=[C:23]([NH:25][CH:26]=[O:27])[CH:24]=1)[CH2:7][C:8]1[CH:9]=[CH:10][C:11]([O:14][CH3:15])=[CH:12][CH:13]=1.[CH:30]([OH:39])([C:36]([OH:38])=[O:37])[CH:31]([OH:35])[C:32]([OH:34])=[O:33], predict the reaction product. The product is: [OH:35][C@H:31]([C@@H:30]([OH:39])[C:36]([OH:38])=[O:37])[C:32]([OH:34])=[O:33].[OH:28][C:22]1[CH:21]=[CH:20][C:19]([C@@H:18]([OH:29])[CH2:17][NH:16][C@H:6]([CH3:5])[CH2:7][C:8]2[CH:9]=[CH:10][C:11]([O:14][CH3:15])=[CH:12][CH:13]=2)=[CH:24][C:23]=1[NH:25][CH:26]=[O:27]. (2) Given the reactants [Li]C(C)(C)C.[CH3:6][Si:7]([CH3:20])([CH3:19])[CH2:8][CH2:9][O:10][CH2:11][O:12][C:13]1[CH:14]=[N:15][CH:16]=[CH:17][CH:18]=1.Cl[Si:22]([CH3:25])([CH3:24])[CH3:23].O, predict the reaction product. The product is: [CH3:23][Si:22]([CH3:25])([CH3:24])[C:18]1[CH:17]=[CH:16][N:15]=[CH:14][C:13]=1[O:12][CH2:11][O:10][CH2:9][CH2:8][Si:7]([CH3:20])([CH3:19])[CH3:6].